Dataset: TCR-epitope binding with 47,182 pairs between 192 epitopes and 23,139 TCRs. Task: Binary Classification. Given a T-cell receptor sequence (or CDR3 region) and an epitope sequence, predict whether binding occurs between them. (1) The epitope is TLVPQEHYV. The TCR CDR3 sequence is CASSQGLAGGYEQYF. Result: 1 (the TCR binds to the epitope). (2) The epitope is ARMILMTHF. The TCR CDR3 sequence is CASSQDGGETQYF. Result: 0 (the TCR does not bind to the epitope).